Dataset: Catalyst prediction with 721,799 reactions and 888 catalyst types from USPTO. Task: Predict which catalyst facilitates the given reaction. (1) Reactant: [O:1]1[CH2:6][CH2:5][CH2:4][CH2:3][CH:2]1[O:7][NH:8][C:9]([C:11]1[CH:12]=[C:13]2[C:18](=[CH:19][CH:20]=1)[CH2:17][NH:16][CH2:15][CH2:14]2)=[O:10].[CH:21]1[CH:26]=[C:25]2[C:27]([CH2:30][C:31](O)=[O:32])=[CH:28][NH:29][C:24]2=[CH:23][CH:22]=1.C1C=CC2N(O)N=NC=2C=1.CCN(CC)CC. Product: [NH:29]1[C:24]2[C:25](=[CH:26][CH:21]=[CH:22][CH:23]=2)[C:27]([CH2:30][C:31]([N:16]2[CH2:15][CH2:14][C:13]3[C:18](=[CH:19][CH:20]=[C:11]([C:9]([NH:8][O:7][CH:2]4[CH2:3][CH2:4][CH2:5][CH2:6][O:1]4)=[O:10])[CH:12]=3)[CH2:17]2)=[O:32])=[CH:28]1. The catalyst class is: 607. (2) Reactant: CCN(C(C)C)C(C)C.[F:10][C:11]1[CH:12]=[C:13]([C:17]2[NH:21][N:20]=[C:19]([C:22]([OH:24])=O)[CH:18]=2)[CH:14]=[CH:15][CH:16]=1.C1(C2NN=C(C(O)=O)C=2)C=CC=CC=1.FC1C=C(C(=O)C)C=CC=1.C1C=CC2N(O)N=NC=2C=1.CCN=C=NCCCN(C)C.Cl.Cl.[NH2:72][CH2:73][C:74]([N:76]1[CH2:81][CH2:80][CH:79]([O:82][C:83]2[CH:88]=[CH:87][CH:86]=[C:85]([C:89]([F:92])([F:91])[F:90])[CH:84]=2)[CH2:78][CH2:77]1)=[O:75]. Product: [O:75]=[C:74]([N:76]1[CH2:77][CH2:78][CH:79]([O:82][C:83]2[CH:88]=[CH:87][CH:86]=[C:85]([C:89]([F:92])([F:90])[F:91])[CH:84]=2)[CH2:80][CH2:81]1)[CH2:73][NH:72][C:22]([C:19]1[CH:18]=[C:17]([C:13]2[CH:14]=[CH:15][CH:16]=[C:11]([F:10])[CH:12]=2)[NH:21][N:20]=1)=[O:24]. The catalyst class is: 18. (3) Reactant: [OH:1][C:2]1[CH:7]=[CH:6][C:5]([S:8][C:9]([CH3:16])([CH3:15])[C:10]([O:12][CH2:13][CH3:14])=[O:11])=[CH:4][CH:3]=1.Br[CH2:18][CH2:19][CH2:20][N:21]1[C:26](=[O:27])[C:25]2[N:28]([CH3:34])[N:29]=[C:30]([CH2:31][CH2:32][CH3:33])[C:24]=2[N:23]=[C:22]1[CH3:35].[C:36](=O)([O-])[O-].[K+].[K+]. Product: [CH2:13]([O:12][C:10](=[O:11])[C:9]([S:8][C:5]1[CH:6]=[CH:7][C:2]([O:1][CH2:18][CH2:19][CH2:20][N:21]2[C:26](=[O:27])[C:25]3[N:28]([CH3:34])[N:29]=[C:30]([CH2:31][CH2:32][CH3:33])[C:24]=3[N:23]=[C:22]2[CH2:35][CH3:36])=[CH:3][CH:4]=1)([CH3:15])[CH3:16])[CH3:14]. The catalyst class is: 596. (4) Product: [C:1]1([CH:7]2[CH2:8][NH:9][C:12](=[O:13])[C:11](=[O:17])[NH:10]2)[CH:6]=[CH:5][CH:4]=[CH:3][CH:2]=1. The catalyst class is: 14. Reactant: [C:1]1([CH:7]([NH2:10])[CH2:8][NH2:9])[CH:6]=[CH:5][CH:4]=[CH:3][CH:2]=1.[C:11](OCC)(=[O:17])[C:12](OCC)=[O:13]. (5) Reactant: [F:1][C:2]([C:5]1([C:8]([OH:10])=O)[CH2:7][CH2:6]1)([F:4])[F:3].Cl.[CH3:12][O:13][NH:14][CH3:15].C1CCC(N=C=NC2CCCCC2)CC1. Product: [CH3:12][O:13][N:14]([CH3:15])[C:8]([C:5]1([C:2]([F:4])([F:3])[F:1])[CH2:7][CH2:6]1)=[O:10]. The catalyst class is: 2. (6) Reactant: [NH:1]1[CH2:10][CH2:9][CH:4]([C:5]([O:7][CH3:8])=[O:6])[CH2:3][CH2:2]1.C(N(CC)CC)C.[CH3:18][C:19]1[CH:24]=[CH:23][C:22]([CH3:25])=[CH:21][C:20]=1[CH2:26][C:27](Cl)=[O:28].O. Product: [CH3:18][C:19]1[CH:24]=[CH:23][C:22]([CH3:25])=[CH:21][C:20]=1[CH2:26][C:27]([N:1]1[CH2:10][CH2:9][CH:4]([C:5]([O:7][CH3:8])=[O:6])[CH2:3][CH2:2]1)=[O:28]. The catalyst class is: 4.